From a dataset of Catalyst prediction with 721,799 reactions and 888 catalyst types from USPTO. Predict which catalyst facilitates the given reaction. (1) Reactant: [CH3:1][O:2][C:3](=[O:39])[CH2:4][C@H:5]1[C:9]2[CH:10]=[CH:11][C:12]([O:14][CH2:15][C:16]3[CH:17]=[C:18]([C:22]4[C:27]([CH3:28])=[CH:26][C:25]([O:29][Si](C(C)(C)C)(C)C)=[C:24]([Cl:37])[C:23]=4[CH3:38])[CH:19]=[CH:20][CH:21]=3)=[CH:13][C:8]=2[O:7][CH2:6]1.O1CCCC1.[F-].C([N+](CCCC)(CCCC)CCCC)CCC. Product: [CH3:1][O:2][C:3](=[O:39])[CH2:4][C@H:5]1[C:9]2[CH:10]=[CH:11][C:12]([O:14][CH2:15][C:16]3[CH:17]=[C:18]([C:22]4[C:27]([CH3:28])=[CH:26][C:25]([OH:29])=[C:24]([Cl:37])[C:23]=4[CH3:38])[CH:19]=[CH:20][CH:21]=3)=[CH:13][C:8]=2[O:7][CH2:6]1. The catalyst class is: 7. (2) Product: [NH2:4][C:5]1[CH:6]=[C:7]2[C:11](=[CH:12][CH:13]=1)[C:10]1([C:17](=[O:18])[N:16]([CH2:19][C:20]([N:22]([CH2:28][C:29]3[CH:34]=[CH:33][CH:32]=[CH:31][CH:30]=3)[C@H:23]([CH:25]3[CH2:26][CH2:27]3)[CH3:24])=[O:21])[C:15](=[O:35])[NH:14]1)[CH2:9][CH2:8]2. Reactant: C([NH:4][C:5]1[CH:6]=[C:7]2[C:11](=[CH:12][CH:13]=1)[C:10]1([C:17](=[O:18])[N:16]([CH2:19][C:20]([N:22]([CH2:28][C:29]3[CH:34]=[CH:33][CH:32]=[CH:31][CH:30]=3)[C@H:23]([CH:25]3[CH2:27][CH2:26]3)[CH3:24])=[O:21])[C:15](=[O:35])[NH:14]1)[CH2:9][CH2:8]2)(=O)C.Cl.O. The catalyst class is: 5. (3) Reactant: Cl.[C@@H:2]12[NH:9][C@@H:6]([CH2:7][CH2:8]1)[CH2:5][N:4]([C:10]1[CH:15]=[CH:14][N:13]=[C:12]([NH:16][C:17]3[CH:18]=[N:19][N:20]([CH3:22])[CH:21]=3)[N:11]=1)[CH2:3]2.C(N(CC)CC)C.[C:30]([CH2:32][CH2:33][NH:34][C:35](N1C=CN=C1)=[O:36])#[N:31]. Product: [C:30]([CH2:32][CH2:33][NH:34][C:35]([N:9]1[C@H:6]2[CH2:7][CH2:8][C@@H:2]1[CH2:3][N:4]([C:10]1[CH:15]=[CH:14][N:13]=[C:12]([NH:16][C:17]3[CH:18]=[N:19][N:20]([CH3:22])[CH:21]=3)[N:11]=1)[CH2:5]2)=[O:36])#[N:31]. The catalyst class is: 2. (4) Reactant: [N+:1]([C:4]1[CH:9]=[CH:8][C:7]([OH:10])=[CH:6][CH:5]=1)([O-:3])=[O:2].CC(C)([O-])C.[K+].Br[CH:18]([Cl:20])[CH3:19].O. Product: [Cl:20][CH2:18][CH2:19][O:10][C:7]1[CH:8]=[CH:9][C:4]([N+:1]([O-:3])=[O:2])=[CH:5][CH:6]=1. The catalyst class is: 31.